From a dataset of Reaction yield outcomes from USPTO patents with 853,638 reactions. Predict the reaction yield, written as a fraction of the theoretical maximum amount of product (1.0 means a 100% yield; for example, 0.34 means a 34% yield). (1) The reactants are [C:1]1([N:7]=[C:8]=[O:9])[CH:6]=[CH:5][CH:4]=[CH:3][CH:2]=1.[NH2:10][C:11]1[CH:31]=[CH:30][C:14]([CH2:15][NH:16][C:17]2[C:26]3[C:21](=[C:22]([C:27]([NH2:29])=[O:28])[CH:23]=[CH:24][CH:25]=3)[N:20]=[CH:19][N:18]=2)=[CH:13][CH:12]=1.C(N(CC)CC)C. The yield is 0.270. The catalyst is C(Cl)Cl. The product is [NH:7]([C:8]([NH:10][C:11]1[CH:12]=[CH:13][C:14]([CH2:15][NH:16][C:17]2[C:26]3[C:21](=[C:22]([C:27]([NH2:29])=[O:28])[CH:23]=[CH:24][CH:25]=3)[N:20]=[CH:19][N:18]=2)=[CH:30][CH:31]=1)=[O:9])[C:1]1[CH:6]=[CH:5][CH:4]=[CH:3][CH:2]=1. (2) The reactants are [CH3:1][O:2][C:3](=[O:16])[C:4]1[CH:9]=[CH:8][C:7]([CH2:10][F:11])=[CH:6][C:5]=1[NH:12]C(=O)C.S(=O)(=O)(O)O. The catalyst is CO. The product is [CH3:1][O:2][C:3](=[O:16])[C:4]1[CH:9]=[CH:8][C:7]([CH2:10][F:11])=[CH:6][C:5]=1[NH2:12]. The yield is 1.00. (3) The reactants are [C:1]1([N:7]2[C:15]3[CH:14]=[CH:13][CH:12]=[CH:11][C:10]=3[C:9]3[CH2:16][C:17]4[C:22]([C:8]2=3)=[CH:21][CH:20]=[CH:19][CH:18]=4)[CH:6]=[CH:5][CH:4]=[CH:3][CH:2]=1.[C:23]1([CH3:29])[CH:28]=[CH:27][CH:26]=CC=1.[Li][CH2:31][CH2:32][CH2:33]C.[Cl-:35].[Cl-].[Cl-].[Cl-].[Zr+4:39]. The catalyst is CCCCCC. The product is [Cl-:35].[Cl-:35].[C:32](=[Zr+2:39]([CH:16]1[C:9]2[C:10]3[CH:11]=[CH:12][CH:13]=[CH:14][C:15]=3[N:7]([C:1]3[CH:2]=[CH:3][CH:4]=[CH:5][CH:6]=3)[C:8]=2[C:22]2[C:17]1=[CH:18][CH:19]=[CH:20][CH:21]=2)[CH:23]1[CH:28]=[CH:27][CH:26]=[CH:29]1)([CH3:33])[CH3:31]. The yield is 0.170. (4) The reactants are Br[C:2]1[CH:7]=[CH:6][CH:5]=[CH:4][C:3]=1[CH2:8][CH2:9][CH2:10][N:11]1[C:19]2[C:14](=[CH:15][CH:16]=[C:17]([C:20]([O:22][CH3:23])=[O:21])[CH:18]=2)[C:13]([CH:24]2[CH2:29][CH2:28][CH2:27][CH2:26][CH2:25]2)=[CH:12]1.C([O-])(=O)C.[K+].O. The catalyst is CN(C)C(=O)C.C1C=CC([P]([Pd]([P](C2C=CC=CC=2)(C2C=CC=CC=2)C2C=CC=CC=2)([P](C2C=CC=CC=2)(C2C=CC=CC=2)C2C=CC=CC=2)[P](C2C=CC=CC=2)(C2C=CC=CC=2)C2C=CC=CC=2)(C2C=CC=CC=2)C2C=CC=CC=2)=CC=1. The product is [CH:24]1([C:13]2[C:14]3[CH:15]=[CH:16][C:17]([C:20]([O:22][CH3:23])=[O:21])=[CH:18][C:19]=3[N:11]3[CH2:10][CH2:9][CH2:8][C:3]4[CH:4]=[CH:5][CH:6]=[CH:7][C:2]=4[C:12]=23)[CH2:25][CH2:26][CH2:27][CH2:28][CH2:29]1. The yield is 0.270. (5) The reactants are [Br:1][C:2]1[CH:7]=[CH:6][C:5](I)=[CH:4][C:3]=1[F:9].[NH:10]1[C:18]2[CH:17]=[CH:16][CH:15]=[C:14](B(O)O)[C:13]=2[CH:12]=[CH:11]1.C([O-])(=O)C.[K+].C([O-])([O-])=O.[Cs+].[Cs+]. The catalyst is CS(C)=O.C1C=CC(P(C2C=CC=CC=2)[C-]2C=CC=C2)=CC=1.C1C=CC(P(C2C=CC=CC=2)[C-]2C=CC=C2)=CC=1.Cl[Pd]Cl.[Fe+2]. The product is [Br:1][C:2]1[CH:7]=[CH:6][C:5]([C:14]2[CH:15]=[CH:16][CH:17]=[C:18]3[C:13]=2[CH:12]=[CH:11][NH:10]3)=[CH:4][C:3]=1[F:9]. The yield is 0.830. (6) The reactants are [N+:1]([C:4]1[C:5]([C:11]2[CH:16]=[CH:15][CH:14]=[CH:13][N:12]=2)=[N:6][CH:7]=[CH:8][C:9]=1[NH2:10])([O-])=O. The catalyst is CO.[Pd]. The product is [N:6]1[CH:7]=[CH:8][C:9]([NH2:10])=[C:4]([NH2:1])[C:5]=1[C:11]1[CH:16]=[CH:15][CH:14]=[CH:13][N:12]=1. The yield is 0.746. (7) The reactants are [CH3:1][N+:2]#[C-:3].[Li]CCCC.CCCCCC.[CH3:15][C:16]([C:21]1[CH:26]=[CH:25][CH:24]=[CH:23][CH:22]=1)([CH3:20])[C:17](Cl)=[O:18].[Na+].[Cl-]. The catalyst is C1COCC1. The product is [CH3:20][C:16]([C:17]1[O:18][CH:1]=[N:2][CH:3]=1)([C:21]1[CH:26]=[CH:25][CH:24]=[CH:23][CH:22]=1)[CH3:15]. The yield is 0.540. (8) The reactants are [F:1][C:2]1[CH:22]=[CH:21][C:5]([C:6]([NH:8][C:9]2[C:17]([CH3:18])=[C:16]([O:19][CH3:20])[CH:15]=[CH:14][C:10]=2[C:11](O)=[O:12])=O)=[CH:4][CH:3]=1.C([NH2:25])=O. No catalyst specified. The product is [F:1][C:2]1[CH:22]=[CH:21][C:5]([C:6]2[N:25]=[C:11]([OH:12])[C:10]3[C:9](=[C:17]([CH3:18])[C:16]([O:19][CH3:20])=[CH:15][CH:14]=3)[N:8]=2)=[CH:4][CH:3]=1. The yield is 0.830.